Dataset: Peptide-MHC class II binding affinity with 134,281 pairs from IEDB. Task: Regression. Given a peptide amino acid sequence and an MHC pseudo amino acid sequence, predict their binding affinity value. This is MHC class II binding data. (1) The peptide sequence is AAATAGTTVYTAFAA. The MHC is HLA-DPA10103-DPB10401 with pseudo-sequence HLA-DPA10103-DPB10401. The binding affinity (normalized) is 0.189. (2) The peptide sequence is FLGCLVKEIPPRLLY. The MHC is DRB1_0701 with pseudo-sequence DRB1_0701. The binding affinity (normalized) is 0.503. (3) The MHC is HLA-DQA10101-DQB10501 with pseudo-sequence HLA-DQA10101-DQB10501. The peptide sequence is VIEDITFLRPVLK. The binding affinity (normalized) is 0.105. (4) The peptide sequence is NKHNRLYMEARPLEE. The MHC is DRB1_0405 with pseudo-sequence DRB1_0405. The binding affinity (normalized) is 0.571. (5) The peptide sequence is DGLVRDANNYEQQEQ. The binding affinity (normalized) is 0.0590. The MHC is HLA-DPA10103-DPB10401 with pseudo-sequence HLA-DPA10103-DPB10401. (6) The peptide sequence is LEKISNEIKIVATPD. The MHC is DRB1_0404 with pseudo-sequence DRB1_0404. The binding affinity (normalized) is 0.483. (7) The peptide sequence is TILKALGPAATLEEMMTA. The MHC is DRB4_0101 with pseudo-sequence DRB4_0103. The binding affinity (normalized) is 0.214. (8) The peptide sequence is GTGSLVITASMSGHI. The MHC is HLA-DQA10501-DQB10201 with pseudo-sequence HLA-DQA10501-DQB10201. The binding affinity (normalized) is 0.235. (9) The peptide sequence is SQWGWCGSTDEYCSP. The MHC is DRB1_0802 with pseudo-sequence DRB1_0802. The binding affinity (normalized) is 0.